Dataset: Full USPTO retrosynthesis dataset with 1.9M reactions from patents (1976-2016). Task: Predict the reactants needed to synthesize the given product. (1) Given the product [N:26]1([CH2:25][CH2:24][N:18]2[CH2:19][CH2:20][N:21]([C:2]3[N:7]=[CH:6][N:5]=[C:4]([NH2:8])[CH:3]=3)[CH2:22][CH2:23]2)[CH2:27][CH2:28][O:29][CH2:30][CH2:31]1, predict the reactants needed to synthesize it. The reactants are: Cl[C:2]1[N:7]=[CH:6][N:5]=[C:4]([NH2:8])[CH:3]=1.C(N(C(C)C)CC)(C)C.[N:18]1([CH2:24][CH2:25][N:26]2[CH2:31][CH2:30][O:29][CH2:28][CH2:27]2)[CH2:23][CH2:22][NH:21][CH2:20][CH2:19]1. (2) Given the product [O:14]1[CH2:15][CH2:16][N:17]([CH2:20][CH2:21][CH2:22][O:23][C:24]2[CH:25]=[C:26]([NH:27][C:2](=[O:3])[O:4][C:5]3[CH:10]=[CH:9][C:8]([N+:11]([O-:13])=[O:12])=[CH:7][CH:6]=3)[CH:28]=[CH:29][CH:30]=2)[CH2:18][CH2:19]1, predict the reactants needed to synthesize it. The reactants are: Cl[C:2]([O:4][C:5]1[CH:10]=[CH:9][C:8]([N+:11]([O-:13])=[O:12])=[CH:7][CH:6]=1)=[O:3].[O:14]1[CH2:19][CH2:18][N:17]([CH2:20][CH2:21][CH2:22][O:23][C:24]2[CH:25]=[C:26]([CH:28]=[CH:29][CH:30]=2)[NH2:27])[CH2:16][CH2:15]1.C(N(C(C)C)CC)(C)C. (3) Given the product [ClH:55].[ClH:55].[N:23]1[C:28]2[O:29][CH2:30][CH2:31][O:32][C:27]=2[CH:26]=[C:25]([CH2:33][NH:1][CH:2]2[CH2:3][CH2:4][N:5]([CH2:8][CH2:9][N:10]3[C:15](=[O:16])[CH:14]=[N:13][C:12]4[CH:17]=[CH:18][C:19]([O:21][CH3:22])=[N:20][C:11]3=4)[CH2:6][CH2:7]2)[N:24]=1, predict the reactants needed to synthesize it. The reactants are: [NH2:1][CH:2]1[CH2:7][CH2:6][N:5]([CH2:8][CH2:9][N:10]2[C:15](=[O:16])[CH:14]=[N:13][C:12]3[CH:17]=[CH:18][C:19]([O:21][CH3:22])=[N:20][C:11]2=3)[CH2:4][CH2:3]1.[N:23]1[C:28]2[O:29][CH2:30][CH2:31][O:32][C:27]=2[CH:26]=[C:25]([CH:33]=O)[N:24]=1.C(O[BH-](OC(=O)C)OC(=O)C)(=O)C.[Na+].C([O-])(O)=O.[Na+].C(Cl)[Cl:55].